From a dataset of NCI-60 drug combinations with 297,098 pairs across 59 cell lines. Regression. Given two drug SMILES strings and cell line genomic features, predict the synergy score measuring deviation from expected non-interaction effect. (1) Drug 1: COC1=CC(=CC(=C1O)OC)C2C3C(COC3=O)C(C4=CC5=C(C=C24)OCO5)OC6C(C(C7C(O6)COC(O7)C8=CC=CS8)O)O. Drug 2: CN(C)C1=NC(=NC(=N1)N(C)C)N(C)C. Cell line: MALME-3M. Synergy scores: CSS=23.4, Synergy_ZIP=-5.28, Synergy_Bliss=2.09, Synergy_Loewe=-68.6, Synergy_HSA=-3.04. (2) Drug 1: CN1C(=O)N2C=NC(=C2N=N1)C(=O)N. Drug 2: CN(CCCl)CCCl.Cl. Cell line: CCRF-CEM. Synergy scores: CSS=57.0, Synergy_ZIP=-3.95, Synergy_Bliss=-4.61, Synergy_Loewe=-3.31, Synergy_HSA=-1.80. (3) Drug 1: CC1OCC2C(O1)C(C(C(O2)OC3C4COC(=O)C4C(C5=CC6=C(C=C35)OCO6)C7=CC(=C(C(=C7)OC)O)OC)O)O. Drug 2: CCCCC(=O)OCC(=O)C1(CC(C2=C(C1)C(=C3C(=C2O)C(=O)C4=C(C3=O)C=CC=C4OC)O)OC5CC(C(C(O5)C)O)NC(=O)C(F)(F)F)O. Cell line: NCI-H522. Synergy scores: CSS=23.1, Synergy_ZIP=-6.24, Synergy_Bliss=-2.13, Synergy_Loewe=-2.50, Synergy_HSA=-1.79.